This data is from Reaction yield outcomes from USPTO patents with 853,638 reactions. The task is: Predict the reaction yield, written as a fraction of the theoretical maximum amount of product (1.0 means a 100% yield; for example, 0.34 means a 34% yield). (1) The reactants are C1C=CC(C2C=CC=CC=2)=CC=1.C1C=CC(OC2C=CC=CC=2)=CC=1.[Cl:26][C:27]1[CH:32]=[CH:31][C:30]([C:33]([F:36])([F:35])[F:34])=[CH:29][C:28]=1[NH:37][CH:38]=[C:39]([C:45](OCC)=[O:46])[C:40]([O:42][CH2:43][CH3:44])=[O:41]. No catalyst specified. The product is [Cl:26][C:27]1[CH:32]=[CH:31][C:30]([C:33]([F:34])([F:35])[F:36])=[C:29]2[C:28]=1[NH:37][CH:38]=[C:39]([C:40]([O:42][CH2:43][CH3:44])=[O:41])[C:45]2=[O:46]. The yield is 0.650. (2) The reactants are [Al+3].[Cl-].[Cl-].[Cl-].[Br:5][C:6]1[CH:7]=[C:8]([CH:29]=[CH:30][C:31]=1[Cl:32])[CH2:9][N:10](S(C1C=CC(C)=CC=1)(=O)=O)[CH2:11][CH:12](OCC)OCC. The catalyst is C(Cl)Cl. The product is [Br:5][C:6]1[CH:7]=[C:8]2[C:29]([CH:12]=[CH:11][N:10]=[CH:9]2)=[CH:30][C:31]=1[Cl:32]. The yield is 0.925.